Dataset: Reaction yield outcomes from USPTO patents with 853,638 reactions. Task: Predict the reaction yield, written as a fraction of the theoretical maximum amount of product (1.0 means a 100% yield; for example, 0.34 means a 34% yield). (1) The reactants are Cl.Cl[C:3]1[N:12]=[C:11]([N:13]([C:15]2[CH:20]=[CH:19][C:18]([O:21][CH3:22])=[CH:17][CH:16]=2)[CH3:14])[C:10]2[C:5](=[CH:6][CH:7]=[CH:8][CH:9]=2)[N:4]=1.[C-]#N.[Na+].[N:26]12CCN(CC1)C[CH2:27]2. The catalyst is CS(C)=O.CC(O)C.O.C(OCC)(=O)C. The product is [CH3:22][O:21][C:18]1[CH:19]=[CH:20][C:15]([N:13]([CH3:14])[C:11]2[C:10]3[C:5](=[CH:6][CH:7]=[CH:8][CH:9]=3)[N:4]=[C:3]([C:27]#[N:26])[N:12]=2)=[CH:16][CH:17]=1. The yield is 0.700. (2) The reactants are [Cl:1][C:2]1[CH:7]=[CH:6][C:5]([C:8]2([C:13]3[CH:18]=[CH:17][C:16]([C:19]4[NH:23][C:22]5[CH:24]=[CH:25][C:26]([C:28](O)=[O:29])=[CH:27][C:21]=5[N:20]=4)=[CH:15][CH:14]=3)[O:12][CH2:11][CH2:10][O:9]2)=[CH:4][CH:3]=1.C(N1C=CN=C1)([N:33]1C=CN=C1)=O.C(=O)(O)[O-].[NH4+].[NH4+].[Cl-]. The catalyst is CN(C=O)C. The product is [Cl:1][C:2]1[CH:3]=[CH:4][C:5]([C:8]2([C:13]3[CH:18]=[CH:17][C:16]([C:19]4[NH:23][C:22]5[CH:24]=[CH:25][C:26]([C:28]([NH2:33])=[O:29])=[CH:27][C:21]=5[N:20]=4)=[CH:15][CH:14]=3)[O:12][CH2:11][CH2:10][O:9]2)=[CH:6][CH:7]=1. The yield is 0.760.